From a dataset of Catalyst prediction with 721,799 reactions and 888 catalyst types from USPTO. Predict which catalyst facilitates the given reaction. (1) Reactant: [OH:1][C:2]1[CH:13]=[CH:12][C:5]2[CH2:6][CH2:7][CH2:8][CH2:9][C:10](=[O:11])[C:4]=2[CH:3]=1.[C:14](=O)([O-])[O-].[K+].[K+].IC. Product: [CH3:14][O:1][C:2]1[CH:13]=[CH:12][C:5]2[CH2:6][CH2:7][CH2:8][CH2:9][C:10](=[O:11])[C:4]=2[CH:3]=1. The catalyst class is: 42. (2) Reactant: C(O[C:6](=[O:26])[NH:7][C@H:8]([C:15](=[O:25])[NH:16][CH2:17][CH2:18][CH2:19][N:20]1[CH2:24][CH2:23][CH2:22][CH2:21]1)[CH2:9][C:10]1[S:11][CH:12]=[CH:13][CH:14]=1)(C)(C)C.C(Cl)CCl.[CH:31]1[CH:32]=[CH:33][C:34]2[N:39](O)N=N[C:35]=2[CH:36]=1.C(OC(N[C@@H:49]([CH2:53][C:54]1S[CH:56]=[CH:57][CH:58]=1)C(O)=O)=O)(C)(C)C.N1(CCCN)CCCC1.CN1CCOCC1. Product: [C:31]1([C:49]2[CH:53]=[CH:54][CH:58]=[CH:57][CH:56]=2)[CH:36]=[CH:35][C:34]([NH:39][C:6](=[O:26])[NH:7][C@@H:8]([CH2:9][C:10]2[S:11][CH:12]=[CH:13][CH:14]=2)[C:15]([NH:16][CH2:17][CH2:18][CH2:19][N:20]2[CH2:21][CH2:22][CH2:23][CH2:24]2)=[O:25])=[CH:33][CH:32]=1. The catalyst class is: 31.